From a dataset of Catalyst prediction with 721,799 reactions and 888 catalyst types from USPTO. Predict which catalyst facilitates the given reaction. (1) The catalyst class is: 3. Product: [N:10]([CH2:2][C:3]1([CH3:9])[O:7][C:6](=[O:8])[NH:5][CH2:4]1)=[N+:11]=[N-:12]. Reactant: Cl[CH2:2][C:3]1([CH3:9])[O:7][C:6](=[O:8])[NH:5][CH2:4]1.[N-:10]=[N+:11]=[N-:12].[Na+].O. (2) Reactant: [Br:1][C:2]1[C:10]2[N:9]=[C:8]([C:11]3[CH:16]=[CH:15][C:14]([CH:17]([CH3:19])[CH3:18])=[CH:13][CH:12]=3)[N:7]([CH2:20][CH2:21][O:22][CH3:23])[C:6]=2[C:5]([O:24][CH3:25])=[CH:4][C:3]=1[CH:26]=[O:27].[BH4-].[Na+]. Product: [Br:1][C:2]1[C:10]2[N:9]=[C:8]([C:11]3[CH:12]=[CH:13][C:14]([CH:17]([CH3:19])[CH3:18])=[CH:15][CH:16]=3)[N:7]([CH2:20][CH2:21][O:22][CH3:23])[C:6]=2[C:5]([O:24][CH3:25])=[CH:4][C:3]=1[CH2:26][OH:27]. The catalyst class is: 8. (3) Reactant: [C:1]([O:6][C:7]12[CH2:16][CH:11]3[CH2:12][CH:13]([CH2:15][C:9]([C:17](Cl)=[O:18])([CH2:10]3)[CH2:8]1)[CH2:14]2)(=[O:5])[C:2]([CH3:4])=[CH2:3].[OH:20][CH:21]([C:29]([F:32])([F:31])[F:30])[C:22]([F:28])([F:27])[S:23]([O-:26])(=[O:25])=[O:24].[C:33]1([S+:39]([C:46]2[CH:51]=[CH:50][CH:49]=[CH:48][CH:47]=2)[C:40]2[CH:45]=[CH:44][CH:43]=[CH:42][CH:41]=2)[CH:38]=[CH:37][CH:36]=[CH:35][CH:34]=1.C(N(CC)CC)C.Cl. Product: [F:28][C:22]([F:27])([S:23]([O-:26])(=[O:24])=[O:25])[CH:21]([O:20][C:17]([C:9]12[CH2:15][CH:13]3[CH2:12][CH:11]([CH2:16][C:7]([O:6][C:1](=[O:5])[C:2]([CH3:4])=[CH2:3])([CH2:14]3)[CH2:8]1)[CH2:10]2)=[O:18])[C:29]([F:30])([F:32])[F:31].[C:46]1([S+:39]([C:33]2[CH:34]=[CH:35][CH:36]=[CH:37][CH:38]=2)[C:40]2[CH:45]=[CH:44][CH:43]=[CH:42][CH:41]=2)[CH:47]=[CH:48][CH:49]=[CH:50][CH:51]=1. The catalyst class is: 2. (4) Reactant: [H-].[H-].[H-].[H-].[Li+].[Al+3].C([O:9][C:10](=O)[CH2:11][C:12]1[C:16]2[CH:17]=[CH:18][C:19]([Cl:21])=[CH:20][C:15]=2[O:14][CH:13]=1)C. Product: [Cl:21][C:19]1[CH:18]=[CH:17][C:16]2[C:12]([CH2:11][CH2:10][OH:9])=[CH:13][O:14][C:15]=2[CH:20]=1. The catalyst class is: 1.